Task: Predict the product of the given reaction.. Dataset: Forward reaction prediction with 1.9M reactions from USPTO patents (1976-2016) (1) Given the reactants [C:1]([C:5]1[CH:10]=[CH:9][C:8]([N:11]2[C:15](=[O:16])[CH2:14][CH2:13][C:12]2=[O:17])=[C:7]([N+:18]([O-])=O)[CH:6]=1)([CH3:4])([CH3:3])[CH3:2], predict the reaction product. The product is: [C:1]([C:5]1[CH:10]=[CH:9][C:8]([N:11]2[C:15](=[O:16])[CH2:14][CH2:13][C:12]2=[O:17])=[C:7]([CH:6]=1)[NH2:18])([CH3:4])([CH3:2])[CH3:3]. (2) The product is: [NH:8]1[C:16]2[C:11](=[CH:12][CH:13]=[CH:14][CH:15]=2)[C:10]2([C:28]3[CH:27]=[C:26]4[C:21]([N:22]=[CH:23][CH:24]=[N:25]4)=[CH:20][C:19]=3[O:18][CH2:17]2)[C:9]1=[O:29]. Given the reactants C1(C(C2C=CC=CC=2)[N:8]2[C:16]3[C:11](=[CH:12][CH:13]=[CH:14][CH:15]=3)[C:10]3([C:28]4[CH:27]=[C:26]5[C:21]([N:22]=[CH:23][CH:24]=[N:25]5)=[CH:20][C:19]=4[O:18][CH2:17]3)[C:9]2=[O:29])C=CC=CC=1.C1(C(C2C=CC=CC=2)N2C3C(=CC=CC=3)C3(C4C=C(C)C(OC)=CC=4OC3)C2=O)C=CC=CC=1, predict the reaction product. (3) The product is: [F:35][C:33]1[CH:34]=[C:29]([O:28][C:27]2[CH:26]=[CH:25][C:5]([CH2:6][O:7][C:8]3[CH:9]=[C:10]4[NH:17][CH2:16][CH2:15][N:11]4[C:12](=[O:14])[N:13]=3)=[CH:4][C:3]=2[C:1]#[N:2])[CH:30]=[N:31][C:32]=1[F:36]. Given the reactants [C:1]([C:3]1[CH:4]=[C:5]([CH:25]=[CH:26][C:27]=1[O:28][C:29]1[CH:30]=[N:31][C:32]([F:36])=[C:33]([F:35])[CH:34]=1)[CH2:6][O:7][C:8]1[CH:9]=[C:10]2[N:17](C(OC(C)(C)C)=O)[CH2:16][CH2:15][N:11]2[C:12](=[O:14])[N:13]=1)#[N:2].C(O)(C(F)(F)F)=O, predict the reaction product. (4) Given the reactants I[C:2]1[N:3]=[N:4][C:5]([CH3:8])=[CH:6][CH:7]=1.[Br-].[F:10][C:11]1[CH:16]=[CH:15][CH:14]=[C:13]([F:17])[C:12]=1[Zn+], predict the reaction product. The product is: [F:10][C:11]1[CH:16]=[CH:15][CH:14]=[C:13]([F:17])[C:12]=1[C:2]1[N:3]=[N:4][C:5]([CH3:8])=[CH:6][CH:7]=1. (5) Given the reactants [NH2:1][C:2]1[CH:3]=[C:4]([CH:9]=[CH:10][C:11]=1[Cl:12])[C:5](=[N:7][OH:8])[NH2:6].[Br:13][C:14]1[CH:18]=[CH:17][O:16][C:15]=1[C:19](Cl)=O, predict the reaction product. The product is: [NH2:1][C:2]1[CH:3]=[C:4]([C:5]2[N:6]=[C:19]([C:15]3[O:16][CH:17]=[CH:18][C:14]=3[Br:13])[O:8][N:7]=2)[CH:9]=[CH:10][C:11]=1[Cl:12].